Predict the reaction yield, written as a fraction of the theoretical maximum amount of product (1.0 means a 100% yield; for example, 0.34 means a 34% yield). From a dataset of Reaction yield outcomes from USPTO patents with 853,638 reactions. (1) The reactants are [CH3:1][NH:2][C:3]([C:5]1[C:6]([C:14]2[CH:19]=[CH:18][CH:17]=[CH:16][CH:15]=2)=[N:7][O:8][C:9]=1[C:10]([O:12]C)=[O:11])=[O:4].[Li+].[OH-]. The catalyst is CO.O. The product is [CH3:1][NH:2][C:3]([C:5]1[C:6]([C:14]2[CH:19]=[CH:18][CH:17]=[CH:16][CH:15]=2)=[N:7][O:8][C:9]=1[C:10]([OH:12])=[O:11])=[O:4]. The yield is 1.00. (2) The reactants are [C:1]([O:5][C:6](=[O:31])[NH:7][CH2:8][CH2:9][C:10]1[N:15]=[C:14]([C:16]2[CH:24]=[CH:23][CH:22]=[C:21]3[C:17]=2[CH:18]=[CH:19][NH:20]3)[CH:13]=[C:12]([N:25]2[CH2:30][CH2:29][O:28][CH2:27][CH2:26]2)[N:11]=1)([CH3:4])([CH3:3])[CH3:2].[H-].[Na+].[C:34]1([S:40](Cl)(=[O:42])=[O:41])[CH:39]=[CH:38][CH:37]=[CH:36][CH:35]=1.C([O-])(O)=O.[Na+]. The catalyst is C1COCC1.C(Cl)Cl. The product is [C:1]([O:5][C:6](=[O:31])[NH:7][CH2:8][CH2:9][C:10]1[N:15]=[C:14]([C:16]2[CH:24]=[CH:23][CH:22]=[C:21]3[C:17]=2[CH:18]=[CH:19][N:20]3[S:40]([C:34]2[CH:39]=[CH:38][CH:37]=[CH:36][CH:35]=2)(=[O:42])=[O:41])[CH:13]=[C:12]([N:25]2[CH2:26][CH2:27][O:28][CH2:29][CH2:30]2)[N:11]=1)([CH3:4])([CH3:2])[CH3:3]. The yield is 0.950.